From a dataset of Full USPTO retrosynthesis dataset with 1.9M reactions from patents (1976-2016). Predict the reactants needed to synthesize the given product. (1) Given the product [Br:7][C:8]1[CH:9]=[CH:10][C:11]([O:24][C:21]([CH3:23])([CH3:22])[C:20]([F:26])([F:25])[F:19])=[C:12]([C:14]([F:17])([F:16])[F:15])[CH:13]=1, predict the reactants needed to synthesize it. The reactants are: CC(C)([O-])C.[K+].[Br:7][C:8]1[CH:9]=[CH:10][C:11](F)=[C:12]([C:14]([F:17])([F:16])[F:15])[CH:13]=1.[F:19][C:20]([F:26])([F:25])[C:21]([OH:24])([CH3:23])[CH3:22]. (2) Given the product [Cl:7][C:8]1[CH:9]=[C:10]2[C:14](=[CH:15][CH:16]=1)[N:13]([NH2:17])[CH2:12][CH2:11]2, predict the reactants needed to synthesize it. The reactants are: [H-].[H-].[H-].[H-].[Li+].[Al+3].[Cl:7][C:8]1[CH:9]=[C:10]2[C:14](=[CH:15][CH:16]=1)[N:13]([N:17]=O)[CH2:12][CH2:11]2.O.[OH-].[Na+]. (3) Given the product [OH:1][CH2:2][CH2:3][CH2:4][CH2:5][NH:6][S:7]([C:10]1[CH:15]=[CH:14][C:13]([C:22]2[CH:21]=[CH:20][C:19]([F:18])=[CH:24][C:23]=2[F:25])=[CH:12][C:11]=1[Cl:17])(=[O:9])=[O:8], predict the reactants needed to synthesize it. The reactants are: [OH:1][CH2:2][CH2:3][CH2:4][CH2:5][NH:6][S:7]([C:10]1[CH:15]=[CH:14][C:13](Br)=[CH:12][C:11]=1[Cl:17])(=[O:9])=[O:8].[F:18][C:19]1[CH:24]=[C:23]([F:25])[CH:22]=[CH:21][C:20]=1B(O)O. (4) Given the product [C:1]([NH:21][C@H:22]([C:25]([OH:27])=[O:26])[CH2:23][OH:24])(=[O:20])[CH2:2][CH2:3][CH2:4][CH2:5][CH2:6][CH2:7][CH2:8]/[CH:9]=[CH:10]\[CH2:11][CH2:12][CH2:13][CH2:14][CH2:15][CH2:16][CH2:17][CH3:18], predict the reactants needed to synthesize it. The reactants are: [C:1]([OH:20])(=O)[CH2:2][CH2:3][CH2:4][CH2:5][CH2:6][CH2:7][CH2:8]/[CH:9]=[CH:10]\[CH2:11][CH2:12][CH2:13][CH2:14][CH2:15][CH2:16][CH2:17][CH3:18].[NH2:21][C@H:22]([C:25]([OH:27])=[O:26])[CH2:23][OH:24].C(=O)(O)[O-].[Na+]. (5) Given the product [F:65][CH:33]([F:32])[C:34]1[CH:39]=[C:38]([C:40]([OH:49])([C:45]([F:46])([F:47])[F:48])[C:41]([F:42])([F:43])[F:44])[CH:37]=[CH:36][C:35]=1[C:50]1[S:54][C:53]([C:55](=[O:56])[NH:57][CH2:58][C:59]([OH:62])([CH3:60])[CH3:61])=[N:52][C:51]=1[C:63]([OH:18])=[O:64], predict the reactants needed to synthesize it. The reactants are: ClC1C(Cl)=C(C([OH:18])(C(F)(F)F)C(F)(F)F)C=CC=1C1SC(C(OCC)=O)=NC=1C(O)=O.[F:32][CH:33]([F:65])[C:34]1[CH:39]=[C:38]([C:40]([OH:49])([C:45]([F:48])([F:47])[F:46])[C:41]([F:44])([F:43])[F:42])[CH:37]=[CH:36][C:35]=1[C:50]1[S:54][C:53]([C:55]([NH:57][CH2:58][C:59]([OH:62])([CH3:61])[CH3:60])=[O:56])=[N:52][C:51]=1[CH2:63][OH:64].